This data is from Peptide-MHC class II binding affinity with 134,281 pairs from IEDB. The task is: Regression. Given a peptide amino acid sequence and an MHC pseudo amino acid sequence, predict their binding affinity value. This is MHC class II binding data. (1) The peptide sequence is INEPMAAAIAYGLDR. The MHC is HLA-DQA10501-DQB10301 with pseudo-sequence HLA-DQA10501-DQB10301. The binding affinity (normalized) is 0.679. (2) The peptide sequence is VALDYPSGTSGSPIV. The MHC is HLA-DQA10501-DQB10402 with pseudo-sequence HLA-DQA10501-DQB10402. The binding affinity (normalized) is 0.289. (3) The peptide sequence is AITAMSEAQKAAKPA. The MHC is HLA-DPA10201-DPB11401 with pseudo-sequence HLA-DPA10201-DPB11401. The binding affinity (normalized) is 0.270. (4) The peptide sequence is SPLTASKLTYENVKM. The MHC is DRB1_0701 with pseudo-sequence DRB1_0701. The binding affinity (normalized) is 0.472. (5) The peptide sequence is GELQIVDKIMAAFKI. The MHC is DRB1_1101 with pseudo-sequence DRB1_1101. The binding affinity (normalized) is 0.410.